Dataset: Full USPTO retrosynthesis dataset with 1.9M reactions from patents (1976-2016). Task: Predict the reactants needed to synthesize the given product. (1) Given the product [CH3:16][C@@H:17]1[NH:18][CH2:19][CH2:20][N:21]([S:10]([C:7]2[CH:8]=[CH:9][C:4]([O:3][C:2]([F:15])([F:14])[F:1])=[CH:5][CH:6]=2)(=[O:12])=[O:11])[CH2:22]1, predict the reactants needed to synthesize it. The reactants are: [F:1][C:2]([F:15])([F:14])[O:3][C:4]1[CH:9]=[CH:8][C:7]([S:10](Cl)(=[O:12])=[O:11])=[CH:6][CH:5]=1.[CH3:16][C@H:17]1[CH2:22][NH:21][CH2:20][CH2:19][N:18]1C(OC(C)(C)C)=O.CCN(C(C)C)C(C)C. (2) Given the product [CH2:15]([O:14][N:13]=[C:11]1[CH2:12][N:8]([C:6]([NH:20][C:23]2[CH:28]=[CH:27][CH:26]=[C:25]([O:29][CH3:30])[CH:24]=2)=[O:7])[C@H:9]([C:17]([NH:46][C:42]2[CH:43]=[CH:44][C:45]3[N:33]([CH2:31][CH3:32])[C:34]4[C:39]([C:40]=3[CH:41]=2)=[CH:38][CH:37]=[CH:36][CH:35]=4)=[O:19])[CH2:10]1)[CH3:16], predict the reactants needed to synthesize it. The reactants are: C(O[C:6]([N:8]1[CH2:12][C:11](=[N:13][O:14][CH2:15][CH3:16])[CH2:10][C@H:9]1[C:17]([OH:19])=O)=[O:7])(C)(C)C.[N:20]([C:23]1[CH:28]=[CH:27][CH:26]=[C:25]([O:29][CH3:30])[CH:24]=1)=C=O.[CH2:31]([N:33]1[C:45]2[CH:44]=[CH:43][C:42]([NH2:46])=[CH:41][C:40]=2[C:39]2[C:34]1=[CH:35][CH:36]=[CH:37][CH:38]=2)[CH3:32]. (3) Given the product [CH2:1]([C@H:8]1[N:13]([C:14]([C:16]2[N:17]=[CH:18][N:19]([C@@H:27]3[CH2:33][CH2:32][CH2:31][CH2:30][CH2:29][C@@H:28]3[O:34][C:49](=[O:50])[C:48]3[CH:47]=[CH:46][C:45]([N+:42]([O-:44])=[O:43])=[CH:53][CH:52]=3)[C:20]=2[C:21]2[CH:26]=[CH:25][CH:24]=[CH:23][CH:22]=2)=[O:15])[CH2:12][CH2:11][N:10]([C:35]([O:37][C:38]([CH3:41])([CH3:40])[CH3:39])=[O:36])[CH2:9]1)[C:2]1[CH:3]=[CH:4][CH:5]=[CH:6][CH:7]=1, predict the reactants needed to synthesize it. The reactants are: [CH2:1]([C@H:8]1[N:13]([C:14]([C:16]2[N:17]=[CH:18][N:19]([C@@H:27]3[CH2:33][CH2:32][CH2:31][CH2:30][CH2:29][C@H:28]3[OH:34])[C:20]=2[C:21]2[CH:26]=[CH:25][CH:24]=[CH:23][CH:22]=2)=[O:15])[CH2:12][CH2:11][N:10]([C:35]([O:37][C:38]([CH3:41])([CH3:40])[CH3:39])=[O:36])[CH2:9]1)[C:2]1[CH:7]=[CH:6][CH:5]=[CH:4][CH:3]=1.[N+:42]([C:45]1[CH:53]=[CH:52][C:48]([C:49](O)=[O:50])=[CH:47][CH:46]=1)([O-:44])=[O:43].C1C=CC(P(C2C=CC=CC=2)C2C=CC=CC=2)=CC=1.